This data is from Reaction yield outcomes from USPTO patents with 853,638 reactions. The task is: Predict the reaction yield, written as a fraction of the theoretical maximum amount of product (1.0 means a 100% yield; for example, 0.34 means a 34% yield). (1) The reactants are S(Cl)([Cl:3])=O.O[CH2:6][CH2:7][N:8]1[C:17](=[O:18])[C:16]2[C:11](=[CH:12][CH:13]=[CH:14][CH:15]=2)[N:10]=[CH:9]1. The catalyst is O. The yield is 0.820. The product is [Cl:3][CH2:6][CH2:7][N:8]1[C:17](=[O:18])[C:16]2[C:11](=[CH:12][CH:13]=[CH:14][CH:15]=2)[N:10]=[CH:9]1. (2) The reactants are [C:1]([NH:5][S:6]([CH2:9][CH2:10][CH2:11]Cl)(=[O:8])=[O:7])([CH3:4])([CH3:3])[CH3:2].[Li]CCCC. The catalyst is C1COCC1. The product is [C:1]([NH:5][S:6]([CH:9]1[CH2:11][CH2:10]1)(=[O:8])=[O:7])([CH3:4])([CH3:3])[CH3:2]. The yield is 0.560.